This data is from Catalyst prediction with 721,799 reactions and 888 catalyst types from USPTO. The task is: Predict which catalyst facilitates the given reaction. (1) Reactant: [OH:1][C:2]1[CH:3]=[N:4][CH:5]=[CH:6][CH:7]=1.[H-].[Na+].Br[CH2:11][C:12]1[CH:17]=[C:16]([N+:18]([O-:20])=[O:19])[CH:15]=[CH:14][C:13]=1[Cl:21]. Product: [Cl:21][C:13]1[CH:14]=[CH:15][C:16]([N+:18]([O-:20])=[O:19])=[CH:17][C:12]=1[CH2:11][O:1][C:2]1[CH:3]=[N:4][CH:5]=[CH:6][CH:7]=1. The catalyst class is: 3. (2) Reactant: [F:1][C:2]1[CH:35]=[CH:34][C:33]([F:36])=[CH:32][C:3]=1[C:4]([NH:6][C:7]1[CH:12]=[CH:11][CH:10]=[C:9](/[C:13](/[OH:31])=[CH:14]\[C:15]2[CH:20]=[CH:19][N:18]=[C:17]([NH:21][C:22]3[CH:27]=[CH:26][C:25]([O:28][CH3:29])=[C:24]([F:30])[CH:23]=3)[N:16]=2)[CH:8]=1)=[O:5].[Br:37]Br. Product: [Br:37][CH:14]([C:15]1[CH:20]=[CH:19][N:18]=[C:17]([NH:21][C:22]2[CH:27]=[CH:26][C:25]([O:28][CH3:29])=[C:24]([F:30])[CH:23]=2)[N:16]=1)[C:13]([C:9]1[CH:8]=[C:7]([NH:6][C:4](=[O:5])[C:3]2[CH:32]=[C:33]([F:36])[CH:34]=[CH:35][C:2]=2[F:1])[CH:12]=[CH:11][CH:10]=1)=[O:31]. The catalyst class is: 52. (3) Reactant: [C:1]([C:5]1[CH:6]=[C:7]([CH:12]=[C:13]([O:15][CH2:16][CH2:17][O:18][CH3:19])[CH:14]=1)[C:8]([O:10]C)=[O:9])([CH3:4])([CH3:3])[CH3:2].[OH-].[Li+].Cl. Product: [C:1]([C:5]1[CH:6]=[C:7]([CH:12]=[C:13]([O:15][CH2:16][CH2:17][O:18][CH3:19])[CH:14]=1)[C:8]([OH:10])=[O:9])([CH3:4])([CH3:2])[CH3:3]. The catalyst class is: 92. (4) Reactant: Br[C:2]1[CH:7]=[CH:6][C:5]([CH2:8][S:9]([N:12]([C:17]2[CH:22]=[CH:21][CH:20]=[C:19]([Cl:23])[CH:18]=2)[CH2:13][CH:14]([CH3:16])[CH3:15])(=[O:11])=[O:10])=[CH:4][CH:3]=1.CS([N:28]1[CH2:33][CH2:32][NH:31][CH2:30][CH2:29]1)(=O)=O.CC1(C)C2C(=C(P(C3C=CC=CC=3)C3C=CC=CC=3)C=CC=2)[O:55][C:37]2C(P(C3C=CC=CC=3)C3C=CC=CC=3)=CC=C[C:36]1=2.CC(C)([O-])C.[Na+]. Product: [C:37]([N:28]1[CH2:33][CH2:32][N:31]([C:2]2[CH:7]=[CH:6][C:5]([CH2:8][S:9]([N:12]([C:17]3[CH:22]=[CH:21][CH:20]=[C:19]([Cl:23])[CH:18]=3)[CH2:13][CH:14]([CH3:16])[CH3:15])(=[O:11])=[O:10])=[CH:4][CH:3]=2)[CH2:30][CH2:29]1)(=[O:55])[CH3:36]. The catalyst class is: 101. (5) Reactant: [F:1][C:2]1[CH:23]=[CH:22][CH:21]=[C:20]([F:24])[C:3]=1[CH2:4][O:5][C:6]1[C:7]2[N:8]([C:13](C(O)=O)=[C:14]([CH3:16])[N:15]=2)[CH:9]=[C:10]([CH3:12])[CH:11]=1.Cl. Product: [F:1][C:2]1[CH:23]=[CH:22][CH:21]=[C:20]([F:24])[C:3]=1[CH2:4][O:5][C:6]1[C:7]2[N:8]([CH:13]=[C:14]([CH3:16])[N:15]=2)[CH:9]=[C:10]([CH3:12])[CH:11]=1. The catalyst class is: 12. (6) The catalyst class is: 1. Reactant: [Si:1]([O:8][CH:9]([C:18]([F:21])([F:20])[F:19])[CH2:10][CH2:11][C:12]1[CH:17]=[CH:16][CH:15]=[CH:14][N:13]=1)([C:4]([CH3:7])([CH3:6])[CH3:5])([CH3:3])[CH3:2].[Li+].[CH3:23]C([N-]C(C)C)C.CI. Product: [Si:1]([O:8][CH:9]([C:18]([F:19])([F:21])[F:20])[CH2:10][CH:11]([C:12]1[CH:17]=[CH:16][CH:15]=[CH:14][N:13]=1)[CH3:23])([C:4]([CH3:7])([CH3:6])[CH3:5])([CH3:3])[CH3:2].